This data is from NCI-60 drug combinations with 297,098 pairs across 59 cell lines. The task is: Regression. Given two drug SMILES strings and cell line genomic features, predict the synergy score measuring deviation from expected non-interaction effect. (1) Drug 1: CCC(=C(C1=CC=CC=C1)C2=CC=C(C=C2)OCCN(C)C)C3=CC=CC=C3.C(C(=O)O)C(CC(=O)O)(C(=O)O)O. Drug 2: CC1CCCC2(C(O2)CC(NC(=O)CC(C(C(=O)C(C1O)C)(C)C)O)C(=CC3=CSC(=N3)C)C)C. Cell line: ACHN. Synergy scores: CSS=37.7, Synergy_ZIP=4.31, Synergy_Bliss=4.38, Synergy_Loewe=-22.5, Synergy_HSA=5.17. (2) Drug 1: CCC1(CC2CC(C3=C(CCN(C2)C1)C4=CC=CC=C4N3)(C5=C(C=C6C(=C5)C78CCN9C7C(C=CC9)(C(C(C8N6C=O)(C(=O)OC)O)OC(=O)C)CC)OC)C(=O)OC)O.OS(=O)(=O)O. Drug 2: C1=CN(C=N1)CC(O)(P(=O)(O)O)P(=O)(O)O. Cell line: MOLT-4. Synergy scores: CSS=-1.99, Synergy_ZIP=3.64, Synergy_Bliss=-4.14, Synergy_Loewe=-4.19, Synergy_HSA=-9.48. (3) Drug 1: CC12CCC3C(C1CCC2=O)CC(=C)C4=CC(=O)C=CC34C. Drug 2: CC1CCC2CC(C(=CC=CC=CC(CC(C(=O)C(C(C(=CC(C(=O)CC(OC(=O)C3CCCCN3C(=O)C(=O)C1(O2)O)C(C)CC4CCC(C(C4)OC)OCCO)C)C)O)OC)C)C)C)OC. Cell line: COLO 205. Synergy scores: CSS=50.2, Synergy_ZIP=3.63, Synergy_Bliss=4.62, Synergy_Loewe=-0.277, Synergy_HSA=3.67. (4) Drug 1: CCCS(=O)(=O)NC1=C(C(=C(C=C1)F)C(=O)C2=CNC3=C2C=C(C=N3)C4=CC=C(C=C4)Cl)F. Drug 2: C1CCC(C(C1)N)N.C(=O)(C(=O)[O-])[O-].[Pt+4]. Cell line: HOP-92. Synergy scores: CSS=18.1, Synergy_ZIP=0.716, Synergy_Bliss=5.06, Synergy_Loewe=-21.1, Synergy_HSA=4.06. (5) Synergy scores: CSS=32.2, Synergy_ZIP=-9.38, Synergy_Bliss=-6.85, Synergy_Loewe=-30.4, Synergy_HSA=-7.75. Cell line: HCC-2998. Drug 2: C(CN)CNCCSP(=O)(O)O. Drug 1: C(=O)(N)NO. (6) Drug 1: CN(C)N=NC1=C(NC=N1)C(=O)N. Drug 2: C1C(C(OC1N2C=C(C(=O)NC2=O)F)CO)O. Cell line: SNB-19. Synergy scores: CSS=22.6, Synergy_ZIP=-2.66, Synergy_Bliss=-5.60, Synergy_Loewe=-25.8, Synergy_HSA=-6.75.